This data is from Forward reaction prediction with 1.9M reactions from USPTO patents (1976-2016). The task is: Predict the product of the given reaction. (1) Given the reactants [F:1][C:2]([F:21])([F:20])[C:3]1[CH:8]=[CH:7][C:6]([N:9]2[CH2:14][CH2:13][CH:12]([CH2:15][NH:16][C:17](=O)O)[CH2:11][CH2:10]2)=[CH:5][CH:4]=1.C(OC(=O)NCC1CCN(C2C=CC(C(F)(F)F)=CC=2)CC1)(C)(C)C.[H-].[Al+3].[Li+].[H-].[H-].[H-].Cl, predict the reaction product. The product is: [CH3:17][NH:16][CH2:15][CH:12]1[CH2:13][CH2:14][N:9]([C:6]2[CH:5]=[CH:4][C:3]([C:2]([F:21])([F:1])[F:20])=[CH:8][CH:7]=2)[CH2:10][CH2:11]1. (2) The product is: [Cl:1][C:2]1[CH:3]=[C:4]([CH:24]([CH:30]2[CH2:31][CH2:32][CH2:33][CH2:34]2)[C:25]([OH:27])=[O:26])[CH:5]=[C:6]([C:14]2[CH:15]=[CH:16][C:17]([C:20]([F:21])([F:22])[F:23])=[CH:18][CH:19]=2)[C:7]=1[O:8][CH2:9][C:10]([F:12])([F:13])[F:11]. Given the reactants [Cl:1][C:2]1[CH:3]=[C:4]([CH:24]([CH:30]2[CH2:34][CH2:33][CH2:32][CH2:31]2)[C:25]([O:27]CC)=[O:26])[CH:5]=[C:6]([C:14]2[CH:19]=[CH:18][C:17]([C:20]([F:23])([F:22])[F:21])=[CH:16][CH:15]=2)[C:7]=1[O:8][CH2:9][C:10]([F:13])([F:12])[F:11].O.[OH-].[Li+], predict the reaction product. (3) The product is: [CH3:20][C:15]1[CH:14]=[CH:13][C:12]2[C:17](=[CH:18][CH:19]=[C:10]([NH:9][C:7]3[C:6]([N+:21]([O-:23])=[O:22])=[CH:5][N:4]=[C:3]([NH:25][C@@H:26]4[CH2:30][CH2:29][C@@H:28]([C:31]([OH:33])=[O:32])[CH2:27]4)[N:8]=3)[CH:11]=2)[N:16]=1. Given the reactants Cl.Cl[C:3]1[N:8]=[C:7]([NH:9][C:10]2[CH:11]=[C:12]3[C:17](=[CH:18][CH:19]=2)[N:16]=[C:15]([CH3:20])[CH:14]=[CH:13]3)[C:6]([N+:21]([O-:23])=[O:22])=[CH:5][N:4]=1.Cl.[NH2:25][C@@H:26]1[CH2:30][CH2:29][C@@H:28]([C:31]([OH:33])=[O:32])[CH2:27]1.C(N(C(C)C)C(C)C)C, predict the reaction product. (4) Given the reactants [C:1]1(=[O:10])[C:9]2[C:4](=[CH:5][CH:6]=[CH:7][CH:8]=2)[CH2:3][O:2]1.[C:11]1(=[O:21])[NH:15][C:14](=[O:16])[C:13]2=[CH:17][CH:18]=[CH:19][CH:20]=[C:12]12.[K].Cl, predict the reaction product. The product is: [O:16]=[C:14]1[C:13]2[C:12](=[CH:20][CH:19]=[CH:18][CH:17]=2)[C:11](=[O:21])[N:15]1[CH2:3][C:4]1[CH:5]=[CH:6][CH:7]=[CH:8][C:9]=1[C:1]([OH:10])=[O:2]. (5) Given the reactants [CH2:1]([O:4][N:5]1[C:10](=[O:11])[C:9]2[S:12][CH:13]=[CH:14][C:8]=2[NH:7][C:6]1=[O:15])[CH:2]=[CH2:3].Br[CH2:17][CH2:18][OH:19].[S:20](Cl)([C:23]1[CH:29]=[CH:28][C:26]([CH3:27])=[CH:25][CH:24]=1)(=[O:22])=[O:21], predict the reaction product. The product is: [CH2:1]([O:4][N:5]1[C:10](=[O:11])[C:9]2[S:12][CH:13]=[CH:14][C:8]=2[N:7]([CH2:17][CH2:18][O:19][S:20]([C:23]2[CH:29]=[CH:28][C:26]([CH3:27])=[CH:25][CH:24]=2)(=[O:22])=[O:21])[C:6]1=[O:15])[CH:2]=[CH2:3]. (6) The product is: [CH2:1]([O:3][C:4]([C:6]1[CH:7]([N:24]2[CH2:29][CH2:28][O:27][CH2:26][CH2:25]2)[C:8]2[C:13]([C:14]=1[C:15]1[CH:20]=[CH:19][CH:18]=[CH:17][CH:16]=1)=[CH:12][CH:11]=[C:10]([O:21][CH3:22])[CH:9]=2)=[O:5])[CH3:2]. Given the reactants [CH2:1]([O:3][C:4]([C:6]1[CH:7](Br)[C:8]2[C:13]([C:14]=1[C:15]1[CH:20]=[CH:19][CH:18]=[CH:17][CH:16]=1)=[CH:12][CH:11]=[C:10]([O:21][CH3:22])[CH:9]=2)=[O:5])[CH3:2].[NH:24]1[CH2:29][CH2:28][O:27][CH2:26][CH2:25]1, predict the reaction product. (7) Given the reactants [F:1][C:2]1[CH:10]=[CH:9][C:5]([C:6]([OH:8])=O)=[CH:4][C:3]=1[N+:11]([O-:13])=[O:12].CN(C(ON1N=NC2C=CC=CC1=2)=[N+](C)C)C.F[P-](F)(F)(F)(F)F.C(N(CC)C(C)C)(C)C.[Cl:47][C:48]1[CH:55]=[CH:54][CH:53]=[CH:52][C:49]=1[CH2:50][NH2:51], predict the reaction product. The product is: [Cl:47][C:48]1[CH:55]=[CH:54][CH:53]=[CH:52][C:49]=1[CH2:50][NH:51][C:6](=[O:8])[C:5]1[CH:9]=[CH:10][C:2]([F:1])=[C:3]([N+:11]([O-:13])=[O:12])[CH:4]=1.